Predict the reactants needed to synthesize the given product. From a dataset of Full USPTO retrosynthesis dataset with 1.9M reactions from patents (1976-2016). Given the product [CH2:14]([O:16][C:17](=[O:29])[CH2:18][CH2:19][C:20]1[CH:25]=[C:24]([F:26])[C:23]([O:27][CH2:12][C:11]2[C:6]([S:5][CH:1]([CH2:3][CH3:4])[CH3:2])=[N:7][CH:8]=[CH:9][CH:10]=2)=[C:22]([F:28])[CH:21]=1)[CH3:15], predict the reactants needed to synthesize it. The reactants are: [CH:1]([S:5][C:6]1[C:11]([CH2:12]Cl)=[CH:10][CH:9]=[CH:8][N:7]=1)([CH2:3][CH3:4])[CH3:2].[CH2:14]([O:16][C:17](=[O:29])[CH2:18][CH2:19][C:20]1[CH:25]=[C:24]([F:26])[C:23]([OH:27])=[C:22]([F:28])[CH:21]=1)[CH3:15].